From a dataset of Full USPTO retrosynthesis dataset with 1.9M reactions from patents (1976-2016). Predict the reactants needed to synthesize the given product. (1) Given the product [C:27]1([S:24]([NH:23][C:20]2[CH:21]=[CH:22][C:17]([CH:16]=[CH:15][C:14]([NH:8][OH:9])=[O:13])=[CH:18][CH:19]=2)(=[O:26])=[O:25])[CH:32]=[CH:31][CH:30]=[CH:29][CH:28]=1, predict the reactants needed to synthesize it. The reactants are: O1CCOCC1.Cl.[NH2:8][OH:9].[OH-].[Na+].C[O:13][C:14](=O)[CH:15]=[CH:16][C:17]1[CH:22]=[CH:21][C:20]([NH:23][S:24]([C:27]2[CH:32]=[CH:31][CH:30]=[CH:29][CH:28]=2)(=[O:26])=[O:25])=[CH:19][CH:18]=1. (2) Given the product [Br:26][C:27]1[C:32]([CH2:33][NH:34][C:35]2[C:36]3[CH2:45][N:44]([CH2:2][C:3]4[CH:8]=[CH:7][C:6]([CH2:9][N:10]5[CH:15]=[CH:14][CH:13]=[CH:12][C:11]5=[O:16])=[CH:5][CH:4]=4)[CH2:43][C:37]=3[N:38]([C:40]([O:42][CH2:17][CH3:18])=[O:41])[N:39]=2)=[C:31]([F:46])[C:30]([O:47][CH3:48])=[CH:29][CH:28]=1, predict the reactants needed to synthesize it. The reactants are: Br[CH2:2][C:3]1[CH:8]=[CH:7][C:6]([CH2:9][N:10]2[CH:15]=[CH:14][CH:13]=[CH:12][C:11]2=[O:16])=[CH:5][CH:4]=1.[CH3:17][CH2:18]N(C(C)C)C(C)C.[Br:26][C:27]1[C:32]([CH2:33][NH:34][C:35]2[C:36]3[CH2:45][NH:44][CH2:43][C:37]=3[N:38]([C:40]([O-:42])=[O:41])[N:39]=2)=[C:31]([F:46])[C:30]([O:47][CH3:48])=[CH:29][CH:28]=1.O.